From a dataset of Catalyst prediction with 721,799 reactions and 888 catalyst types from USPTO. Predict which catalyst facilitates the given reaction. Reactant: C([O:3][C:4](=[CH2:7])[C:5]#[N:6])C.C[O-].[Na+].CO.Cl.O[CH:15]1[O:23][C@H:22]([CH2:24][OH:25])[C@@H:20]([OH:21])[C@H:18]([OH:19])[C@H:16]1[NH2:17].CC([O-])=O.[Na+].CC(O)=O. Product: [OH:19][C@H:18]([C:16]1[N:17]=[C:5]([C:4](=[O:3])[CH3:7])[NH:6][CH:15]=1)[C@H:20]([OH:21])[C@H:22]([OH:23])[CH2:24][OH:25]. The catalyst class is: 72.